From a dataset of Full USPTO retrosynthesis dataset with 1.9M reactions from patents (1976-2016). Predict the reactants needed to synthesize the given product. (1) The reactants are: Cl.Cl.[Br:3][C:4]1[CH:9]=[CH:8][C:7]([Cl:10])=[CH:6][C:5]=1[NH:11]N=C1CCNCC1.[CH3:19][CH2:20]O. Given the product [ClH:10].[Br:3][C:4]1[C:5]2[NH:11][C:9]3[CH2:4][CH2:5][NH:11][CH2:19][C:20]=3[C:6]=2[C:7]([Cl:10])=[CH:8][CH:9]=1, predict the reactants needed to synthesize it. (2) Given the product [C:28]([O:27][C:25]([N:22]1[CH2:21][CH2:20][CH:19]([CH2:18][O:17][C:13]2[CH:12]=[C:11]([CH:4]([CH:1]3[CH2:2][CH2:3]3)[CH2:5][C:6]([OH:8])=[O:7])[CH:16]=[CH:15][N:14]=2)[CH2:24][CH2:23]1)=[O:26])([CH3:31])([CH3:29])[CH3:30], predict the reactants needed to synthesize it. The reactants are: [CH:1]1([CH:4]([C:11]2[CH:16]=[CH:15][N:14]=[C:13]([O:17][CH2:18][CH:19]3[CH2:24][CH2:23][N:22]([C:25]([O:27][C:28]([CH3:31])([CH3:30])[CH3:29])=[O:26])[CH2:21][CH2:20]3)[CH:12]=2)[CH2:5][C:6]([O:8]CC)=[O:7])[CH2:3][CH2:2]1.[OH-].[Na+]. (3) Given the product [CH2:40]([S:21][C:12](=[S:19])[C:9]1[CH:8]=[CH:4][C:3]([C:1]#[N:2])=[CH:11][CH:10]=1)[C:34]1[CH:39]=[CH:38][CH:37]=[CH:36][CH:35]=1, predict the reactants needed to synthesize it. The reactants are: [C:1]([C:3]1[CH:11]=[CH:10][CH:9]=[CH:8][C:4]=1C(O)=O)#[N:2].[CH2:12]([SH:19])C1C=CC=CC=1.P12(SP3(SP(SP(S3)(S1)=S)(=S)S2)=S)=[S:21].[C:34]1([CH3:40])[CH:39]=[CH:38][CH:37]=[CH:36][CH:35]=1. (4) Given the product [ClH:2].[C:21]([C:25]1[CH:26]=[CH:27][C:28]([CH2:29][NH:11][CH2:10][CH2:9][C:6]2[CH:7]=[CH:8][C:3]([Cl:2])=[C:4]([CH2:12][CH3:13])[CH:5]=2)=[CH:31][CH:32]=1)([CH3:24])([CH3:22])[CH3:23], predict the reactants needed to synthesize it. The reactants are: Cl.[Cl:2][C:3]1[CH:8]=[CH:7][C:6]([CH2:9][CH2:10][NH2:11])=[CH:5][C:4]=1[CH2:12][CH3:13].CCN(CC)CC.[C:21]([C:25]1[CH:32]=[CH:31][C:28]([CH:29]=O)=[CH:27][CH:26]=1)([CH3:24])([CH3:23])[CH3:22].Cl.